This data is from Forward reaction prediction with 1.9M reactions from USPTO patents (1976-2016). The task is: Predict the product of the given reaction. (1) Given the reactants [N:1]([C:4]1[C:13]2[C:8](=[CH:9][CH:10]=[CH:11][CH:12]=2)[C:7]([C@H:14]2[N:18]3[C:19](=[O:31])[N:20]([CH2:23][CH2:24][N:25]4[CH2:30][CH2:29][O:28][CH2:27][CH2:26]4)[C:21](=[O:22])[C:17]43[CH2:32][N:33]([CH2:35][C:36]3[CH:41]=[CH:40][C:39]([O:42][CH3:43])=[C:38]([OH:44])[CH:37]=3)[CH2:34][C@H:16]4[CH2:15]2)=[CH:6][CH:5]=1)=[N+]=[N-].P(CCCC)(CCCC)CCCC.O.Cl, predict the reaction product. The product is: [NH2:1][C:4]1[C:13]2[C:8](=[CH:9][CH:10]=[CH:11][CH:12]=2)[C:7]([C@H:14]2[N:18]3[C:19](=[O:31])[N:20]([CH2:23][CH2:24][N:25]4[CH2:26][CH2:27][O:28][CH2:29][CH2:30]4)[C:21](=[O:22])[C:17]43[CH2:32][N:33]([CH2:35][C:36]3[CH:41]=[CH:40][C:39]([O:42][CH3:43])=[C:38]([OH:44])[CH:37]=3)[CH2:34][C@H:16]4[CH2:15]2)=[CH:6][CH:5]=1. (2) Given the reactants [CH2:1]([N:5]1[C:9](=[O:10])[C:8](Cl)=[C:7]([C:12]2[CH:17]=[CH:16][CH:15]=[CH:14][CH:13]=2)[S:6]1(=[O:19])=[O:18])[CH2:2][CH2:3][CH3:4].[C:20]1([CH2:26][CH2:27][NH2:28])[CH:25]=[CH:24][CH:23]=[CH:22][CH:21]=1, predict the reaction product. The product is: [CH2:1]([N:5]1[C:9](=[O:10])[C:8]([NH:28][CH2:27][CH2:26][C:20]2[CH:25]=[CH:24][CH:23]=[CH:22][CH:21]=2)=[C:7]([C:12]2[CH:17]=[CH:16][CH:15]=[CH:14][CH:13]=2)[S:6]1(=[O:19])=[O:18])[CH2:2][CH2:3][CH3:4]. (3) Given the reactants C(OC(N1C[C@H](OC2C=CC=CC=2)C[C@H]1C(O)=O)=O)(C)(C)C.F[P-](F)(F)(F)(F)F.N1(OC(N(C)C)=[N+](C)C)C2N=CC=CC=2N=N1.C(N(C(C)C)C(C)C)C.NC1C=C(Br)SC=1C(N)=O.[Br:66][C:67]1[S:71][C:70]([C:72](=[O:74])[NH2:73])=[C:69]([NH:75][C:76]([C@@H:78]2[CH2:82][C@@H:81]([O:83][C:84]3[CH:89]=[CH:88][CH:87]=[CH:86][CH:85]=3)[CH2:80][N:79]2[C:90]([O:92][C:93]([CH3:96])([CH3:95])[CH3:94])=[O:91])=O)[CH:68]=1.[OH-].[Na+].Cl, predict the reaction product. The product is: [Br:66][C:67]1[S:71][C:70]2[C:72](=[O:74])[NH:73][C:76]([C@@H:78]3[CH2:82][C@@H:81]([O:83][C:84]4[CH:89]=[CH:88][CH:87]=[CH:86][CH:85]=4)[CH2:80][N:79]3[C:90]([O:92][C:93]([CH3:96])([CH3:95])[CH3:94])=[O:91])=[N:75][C:69]=2[CH:68]=1. (4) Given the reactants Cl.[Cl:2][C:3]1[CH:8]=[CH:7][C:6]([C:9](=[O:20])[CH2:10][C:11]2[NH:15][C:14]3[CH2:16][CH2:17][CH2:18][CH2:19][C:13]=3[N:12]=2)=[CH:5][CH:4]=1.C[O-].[Na+].[C:24](OC)(=[O:27])[C:25]#[CH:26], predict the reaction product. The product is: [Cl:2][C:3]1[CH:8]=[CH:7][C:6]([C:9]([C:10]2[CH:26]=[CH:25][C:24](=[O:27])[N:15]3[C:14]4[CH2:16][CH2:17][CH2:18][CH2:19][C:13]=4[NH:12][C:11]=23)=[O:20])=[CH:5][CH:4]=1. (5) Given the reactants C1(P(C2C=CC=CC=2)C2C=CC=CC=2)C=CC=CC=1.[C:20]([Br:24])(Br)(Br)Br.[C:25]1([CH2:31][N:32]2[CH:36]=[C:35](CO)[N:34]=[N:33]2)[CH:30]=[CH:29][CH:28]=[CH:27][CH:26]=1, predict the reaction product. The product is: [Br:24][CH2:20][C:35]1[N:34]=[N:33][N:32]([CH2:31][C:25]2[CH:26]=[CH:27][CH:28]=[CH:29][CH:30]=2)[CH:36]=1. (6) Given the reactants [CH2:1]([O:8][CH:9]([C:13]1[CH:18]=[C:17]([Cl:19])[CH:16]=[CH:15][C:14]=1[C:20](=[O:23])[CH:21]=[CH2:22])[CH2:10]C=C)[C:2]1[CH:7]=[CH:6][CH:5]=[CH:4][CH:3]=1, predict the reaction product. The product is: [CH2:1]([O:8][CH:9]1[C:13]2[CH:18]=[C:17]([Cl:19])[CH:16]=[CH:15][C:14]=2[C:20](=[O:23])[CH:21]=[CH:22][CH2:10]1)[C:2]1[CH:3]=[CH:4][CH:5]=[CH:6][CH:7]=1.